Dataset: NCI-60 drug combinations with 297,098 pairs across 59 cell lines. Task: Regression. Given two drug SMILES strings and cell line genomic features, predict the synergy score measuring deviation from expected non-interaction effect. (1) Drug 1: CS(=O)(=O)C1=CC(=C(C=C1)C(=O)NC2=CC(=C(C=C2)Cl)C3=CC=CC=N3)Cl. Drug 2: CC1C(C(CC(O1)OC2CC(OC(C2O)C)OC3=CC4=CC5=C(C(=O)C(C(C5)C(C(=O)C(C(C)O)O)OC)OC6CC(C(C(O6)C)O)OC7CC(C(C(O7)C)O)OC8CC(C(C(O8)C)O)(C)O)C(=C4C(=C3C)O)O)O)O. Cell line: HT29. Synergy scores: CSS=10.3, Synergy_ZIP=10.1, Synergy_Bliss=10.7, Synergy_Loewe=5.91, Synergy_HSA=6.71. (2) Drug 1: CC1=C(C=C(C=C1)NC(=O)C2=CC=C(C=C2)CN3CCN(CC3)C)NC4=NC=CC(=N4)C5=CN=CC=C5. Drug 2: CC=C1C(=O)NC(C(=O)OC2CC(=O)NC(C(=O)NC(CSSCCC=C2)C(=O)N1)C(C)C)C(C)C. Cell line: SK-MEL-28. Synergy scores: CSS=27.9, Synergy_ZIP=5.40, Synergy_Bliss=6.49, Synergy_Loewe=-53.2, Synergy_HSA=-1.56. (3) Drug 1: CN(CC1=CN=C2C(=N1)C(=NC(=N2)N)N)C3=CC=C(C=C3)C(=O)NC(CCC(=O)O)C(=O)O. Drug 2: CC1CCCC2(C(O2)CC(NC(=O)CC(C(C(=O)C(C1O)C)(C)C)O)C(=CC3=CSC(=N3)C)C)C. Cell line: UACC62. Synergy scores: CSS=56.1, Synergy_ZIP=0.401, Synergy_Bliss=-1.15, Synergy_Loewe=2.79, Synergy_HSA=3.65. (4) Drug 1: CC1C(C(CC(O1)OC2CC(CC3=C2C(=C4C(=C3O)C(=O)C5=C(C4=O)C(=CC=C5)OC)O)(C(=O)C)O)N)O.Cl. Drug 2: C(CCl)NC(=O)N(CCCl)N=O. Cell line: CAKI-1. Synergy scores: CSS=36.5, Synergy_ZIP=-5.80, Synergy_Bliss=0.763, Synergy_Loewe=-37.5, Synergy_HSA=1.10. (5) Drug 1: CC1=C(C=C(C=C1)NC2=NC=CC(=N2)N(C)C3=CC4=NN(C(=C4C=C3)C)C)S(=O)(=O)N.Cl. Drug 2: COC1=C2C(=CC3=C1OC=C3)C=CC(=O)O2. Cell line: SK-MEL-5. Synergy scores: CSS=-3.70, Synergy_ZIP=0.0802, Synergy_Bliss=-2.40, Synergy_Loewe=-3.26, Synergy_HSA=-4.72. (6) Drug 1: CCCS(=O)(=O)NC1=C(C(=C(C=C1)F)C(=O)C2=CNC3=C2C=C(C=N3)C4=CC=C(C=C4)Cl)F. Drug 2: CC1CCC2CC(C(=CC=CC=CC(CC(C(=O)C(C(C(=CC(C(=O)CC(OC(=O)C3CCCCN3C(=O)C(=O)C1(O2)O)C(C)CC4CCC(C(C4)OC)O)C)C)O)OC)C)C)C)OC. Cell line: A498. Synergy scores: CSS=41.9, Synergy_ZIP=6.83, Synergy_Bliss=13.4, Synergy_Loewe=3.47, Synergy_HSA=14.1. (7) Drug 1: C1=NC(=NC(=O)N1C2C(C(C(O2)CO)O)O)N. Drug 2: CN1C2=C(C=C(C=C2)N(CCCl)CCCl)N=C1CCCC(=O)O.Cl. Cell line: MDA-MB-435. Synergy scores: CSS=22.3, Synergy_ZIP=-1.75, Synergy_Bliss=0.982, Synergy_Loewe=-25.2, Synergy_HSA=-0.339. (8) Drug 1: C1C(C(OC1N2C=C(C(=O)NC2=O)F)CO)O. Drug 2: CC1=C2C(C(=O)C3(C(CC4C(C3C(C(C2(C)C)(CC1OC(=O)C(C(C5=CC=CC=C5)NC(=O)C6=CC=CC=C6)O)O)OC(=O)C7=CC=CC=C7)(CO4)OC(=O)C)O)C)OC(=O)C. Cell line: DU-145. Synergy scores: CSS=36.4, Synergy_ZIP=-4.29, Synergy_Bliss=-1.77, Synergy_Loewe=-2.70, Synergy_HSA=0.0543. (9) Drug 1: C1=CC(=CC=C1CCC2=CNC3=C2C(=O)NC(=N3)N)C(=O)NC(CCC(=O)O)C(=O)O. Drug 2: CC1C(C(CC(O1)OC2CC(CC3=C2C(=C4C(=C3O)C(=O)C5=CC=CC=C5C4=O)O)(C(=O)C)O)N)O. Cell line: MOLT-4. Synergy scores: CSS=56.3, Synergy_ZIP=-8.07, Synergy_Bliss=-18.5, Synergy_Loewe=-15.2, Synergy_HSA=-13.4. (10) Drug 1: CCC1(CC2CC(C3=C(CCN(C2)C1)C4=CC=CC=C4N3)(C5=C(C=C6C(=C5)C78CCN9C7C(C=CC9)(C(C(C8N6C)(C(=O)OC)O)OC(=O)C)CC)OC)C(=O)OC)O.OS(=O)(=O)O. Drug 2: COCCOC1=C(C=C2C(=C1)C(=NC=N2)NC3=CC=CC(=C3)C#C)OCCOC.Cl. Cell line: SK-OV-3. Synergy scores: CSS=4.15, Synergy_ZIP=-3.89, Synergy_Bliss=-3.90, Synergy_Loewe=-3.59, Synergy_HSA=-3.49.